From a dataset of Experimentally validated miRNA-target interactions with 360,000+ pairs, plus equal number of negative samples. Binary Classification. Given a miRNA mature sequence and a target amino acid sequence, predict their likelihood of interaction. (1) The miRNA is oar-miR-22-3p with sequence AAGCUGCCAGUUGAAGAACUG. The protein sequence of the target gene is MAMNYSAKDEVDGGPAGPPGGAAKTRRPDNTAFKQQRLPAWQPILTAGTVLPTFFIIGLIFIPIGIGIFVTSNNIREIEIDYTGTEPSSPCNKCLSPNVTSCACTINFTLKQSFEGNVFMYYGLSNFYQNHRRYVKSRDDSQLNGDPSALLNPSKECEPYRRNEDRPIAPCGAIANSMFNDTLELYLVANESDPKPIPIPLKKKGIAWWTDKNVKFRNPPGKESLEEKFKDTIKPVNWHKAVYELDPEDESNNGFINEDFIVWMRTAALPTFRKLYRLIERRDDLHPTLPAGQYFLNITY.... Result: 0 (no interaction). (2) The miRNA is hsa-miR-4713-5p with sequence UUCUCCCACUACCAGGCUCCCA. The protein sequence of the target gene is MASNNTASIAQARKLVEQLKMEANIDRIKVSKAAADLMAYCEAHAKEDPLLTPVPASENPFREKKFFCAIL. Result: 1 (interaction). (3) The miRNA is hsa-miR-497-5p with sequence CAGCAGCACACUGUGGUUUGU. The protein sequence of the target gene is MASADSRRVADGGGAGGTFQPYLDTLRQELQQTDPTLLSVVVAVLAVLLTLVFWKLIRSRRSSQRAVLLVGLCDSGKTLLFVRLLTGLYRDTQTSITDSCAVYRVNNNRGNSLTLIDLPGHESLRLQFLERFKSSARAIVFVVDSAAFQREVKDVAEFLYQVLIDSMGLKNTPSFLIACNKQDIAMAKSAKLIQQQLEKELNTLRVTRSAAPSTLDSSSTAPAQLGKKGKEFEFSQLPLKVEFLECSAKGGRGDVGSADIQDLEKWLAKIA. Result: 1 (interaction). (4) The miRNA is hsa-miR-16-5p with sequence UAGCAGCACGUAAAUAUUGGCG. The protein sequence of the target gene is MLRLQMTDGHISCTAVEFSYMSKISLNTPPGTKVKLSGIVDIKNGFLLLNDSNTTVLGGEVEHLIEKWELQRSLSKHNRSNIGTEGGPPPFVPFGQKCVSHVQVDSRELDRRKTLQVTMPVKPTNDNDEFEKQRTAAIAEVAKSKETKTFGGGGGGARSNLNMNAAGNRNREVLQKEKSTKSEGKHEGVYRELVDEKALKHITEMGFSKEASRQALMDNGNNLEAALNVLLTSNKQKPVMGPPLRGRGKGRGRIRSEDEEDLGNARPSAPSTLFDFLESKMGTLNVEEPKSQPQQLHQGQ.... Result: 1 (interaction). (5) The miRNA is hsa-miR-4715-3p with sequence GUGCCACCUUAACUGCAGCCAAU. The protein sequence of the target gene is MGDSKVKVAVRIRPMNRRETDLHTKCVVDVDANKVILNPVNTNLSKGDARGQPKVFAYDHCFWSMDESVKEKYAGQDIVFKCLGENILQNAFDGYNACIFAYGQTGSGKSYTMMGTADQPGLIPRLCSGLFERTQKEENEEQSFKVEVSYMEIYNEKVRDLLDPKGSRQTLKVREHSVLGPYVDGLSKLAVTSYKDIESLMSEGNKSRTVAATNMNEESSRSHAVFKITLTHTLYDVKSGTSGEKVGKLSLVDLAGSERATKTGAAGDRLKEGSNINKSLTTLGLVISALADQSAGKNKN.... Result: 0 (no interaction). (6) The miRNA is hsa-miR-4327 with sequence GGCUUGCAUGGGGGACUGG. The protein sequence of the target gene is MSSNRSQNPHGLKQIGLDQIWDDLRAGIQQVYTRQSMAKSRYMELYTHVYNYCTSVHQSNQARGAGVPPSKSKKGQTPGGAQFVGLELYKRLKEFLKNYLTNLLKDGEDLMDESVLKFYTQQWEDYRFSSKVLNGICAYLNRHWVRRECDEGRKGIYEIYSLALVTWRDCLFRPLNKQVTNAVLKLIEKERNGETINTRLISGVVQSYVELGLNEDDAFAKGPTLTVYKESFESQFLADTERFYTRESTEFLQQNPVTEYMKKAEARLLEEQRRVQVYLHESTQDELARKCEQVLIEKHL.... Result: 0 (no interaction).